This data is from Catalyst prediction with 721,799 reactions and 888 catalyst types from USPTO. The task is: Predict which catalyst facilitates the given reaction. (1) Product: [Cl:1][C:2]1[CH:3]=[C:4]([CH:7]=[CH:8][C:9]=1[O:10][CH2:22][CH2:21][O:20][C:17](=[O:19])[CH3:18])[CH:5]=[O:6]. The catalyst class is: 883. Reactant: [Cl:1][C:2]1[CH:3]=[C:4]([CH:7]=[CH:8][C:9]=1[OH:10])[CH:5]=[O:6].C([O-])([O-])=O.[K+].[K+].[C:17]([O:20][CH2:21][CH2:22]Br)(=[O:19])[CH3:18]. (2) Reactant: [CH3:1][C:2]([C:4]1[CH:5]=[CH:6][C:7]2[C:12]([CH:13]=1)=[C:11]1[CH2:14][CH2:15][CH2:16][C:10]1=[CH:9][CH:8]=2)=O.C[Mg]I.Cl.[OH-:21].[Na+].[OH2:23]. Product: [CH:6]1[C:7]2[CH2:8][C:9]3[C:11](=[CH:14][CH:15]=[CH:16][CH:10]=3)[C:12]=2[CH:13]=[C:4]([CH2:2][C:1]([OH:23])=[O:21])[CH:5]=1. The catalyst class is: 11. (3) Reactant: C([C@H]1CCC(=O)N1CCCCCCC(OC)=O)=O.[OH:19][CH2:20][C@H:21]1[CH2:25][CH2:24][C:23](=[O:26])[N:22]1[CH2:27][CH2:28][CH2:29][C:30]1[S:34][C:33]([C:35]([O:37][CH3:38])=[O:36])=[CH:32][CH:31]=1.ClCCl. Product: [CH:20]([C@H:21]1[CH2:25][CH2:24][C:23](=[O:26])[N:22]1[CH2:27][CH2:28][CH2:29][C:30]1[S:34][C:33]([C:35]([O:37][CH3:38])=[O:36])=[CH:32][CH:31]=1)=[O:19]. The catalyst class is: 5. (4) Reactant: [Cl:1][C:2]1[C:3](=[O:14])O[C:5](=[O:13])[C:6]=1[C:7]1[CH:12]=[CH:11][CH:10]=[CH:9][CH:8]=1.[NH2:15][CH2:16][C:17]1[CH:22]=[CH:21][CH:20]=[CH:19][N:18]=1. Product: [Cl:1][C:2]1[C:3](=[O:14])[N:15]([CH2:16][C:17]2[CH:22]=[CH:21][CH:20]=[CH:19][N:18]=2)[C:5](=[O:13])[C:6]=1[C:7]1[CH:8]=[CH:9][CH:10]=[CH:11][CH:12]=1. The catalyst class is: 15. (5) Reactant: [NH2:1][C@@H:2]1[C:10]2[C:5](=[CH:6][CH:7]=[CH:8][CH:9]=2)[CH2:4][CH2:3]1.[C:11]([O:15][C:16](O[C:16]([O:15][C:11]([CH3:14])([CH3:13])[CH3:12])=[O:17])=[O:17])([CH3:14])([CH3:13])[CH3:12]. Product: [C@@H:2]1([NH:1][C:16](=[O:17])[O:15][C:11]([CH3:14])([CH3:13])[CH3:12])[C:10]2[C:5](=[CH:6][CH:7]=[CH:8][CH:9]=2)[CH2:4][CH2:3]1. The catalyst class is: 1. (6) Reactant: [CH3:1][N:2]1[C:7]2=[CH:8][N:9]([C@@H:17]([CH2:21][CH2:22][C:23]([OH:25])=O)[C:18]([OH:20])=[O:19])[C:10]([C:11]3[CH:16]=[CH:15][CH:14]=[CH:13][CH:12]=3)=[C:6]2[C:5](=[O:26])[N:4]([CH3:27])[C:3]1=[O:28]. Product: [CH3:1][N:2]1[C:7]2=[C:8]3[N:9]([C:10]([C:11]4[CH:12]=[CH:13][CH:14]=[CH:15][CH:16]=4)=[C:6]2[C:5](=[O:26])[N:4]([CH3:27])[C:3]1=[O:28])[C@H:17]([C:18]([OH:20])=[O:19])[CH2:21][CH2:22][C:23]3=[O:25]. The catalyst class is: 6. (7) Reactant: C(OC([N:8]([C:16]1[C:21]([C:22]2[O:26][N:25]=[C:24]([CH2:27][C:28]3[CH:33]=[CH:32][C:31]([CH2:34][O:35][C:36]4[CH:41]=[CH:40][CH:39]=[CH:38][N:37]=4)=[CH:30][CH:29]=3)[CH:23]=2)=[CH:20][CH:19]=[CH:18][N:17]=1)C(OC(C)(C)C)=O)=O)(C)(C)C.FC(F)(F)C(O)=O.O.C(=O)(O)[O-].[Na+]. Product: [N:37]1[CH:38]=[CH:39][CH:40]=[CH:41][C:36]=1[O:35][CH2:34][C:31]1[CH:32]=[CH:33][C:28]([CH2:27][C:24]2[CH:23]=[C:22]([C:21]3[C:16]([NH2:8])=[N:17][CH:18]=[CH:19][CH:20]=3)[O:26][N:25]=2)=[CH:29][CH:30]=1. The catalyst class is: 4. (8) Product: [F:19][CH:20]1[CH2:25][CH2:24][N:23]([C:16]([C:13]2[S:14][CH:15]=[C:11]([C:7]3[S:6][C:5]([NH:4][C:1](=[O:3])[CH3:2])=[N:9][C:8]=3[CH3:10])[N:12]=2)=[O:17])[CH2:22][CH2:21]1. The catalyst class is: 76. Reactant: [C:1]([NH:4][C:5]1[S:6][C:7]([C:11]2[N:12]=[C:13]([C:16](Cl)=[O:17])[S:14][CH:15]=2)=[C:8]([CH3:10])[N:9]=1)(=[O:3])[CH3:2].[F:19][CH:20]1[CH2:25][CH2:24][NH:23][CH2:22][CH2:21]1.C(N(CC)CC)C. (9) Reactant: [C:1]([CH2:4][CH2:5][CH2:6][CH2:7][CH2:8][N+:9]1[C:17]2[C:12](=[C:13]([F:21])[C:14]([F:20])=[C:15]([F:19])[C:16]=2[F:18])[C:11]([CH3:30])([CH2:22][CH2:23][CH2:24][CH2:25][S:26]([OH:29])(=[O:28])=[O:27])[CH:10]=1)([OH:3])=[O:2].C(O[C:35](=O)[CH3:36])(=O)C. Product: [F:21][C:13]1[C:14]([F:20])=[C:15]([F:19])[C:16]([F:18])=[C:17]2[C:12]=1[C:11]([CH3:30])([CH2:22][CH2:23][CH2:24][CH2:25][S:26]([OH:29])(=[O:28])=[O:27])/[C:10](=[CH:1]\[CH:4]=[CH:5]\[CH:6]=[CH:7]\[CH:8]=[N:9]\[C:35]1[CH:36]=[CH:13][CH:12]=[CH:11][CH:10]=1)/[N:9]2[CH2:8][CH2:7][CH2:6][CH2:5][CH2:4][C:1]([OH:3])=[O:2]. The catalyst class is: 15.